This data is from Full USPTO retrosynthesis dataset with 1.9M reactions from patents (1976-2016). The task is: Predict the reactants needed to synthesize the given product. (1) The reactants are: [CH:1]1([CH2:4][N:5]([CH2:15][CH2:16][CH3:17])[C:6]2[N:11]=[CH:10][N:9]=[C:8]([C:12]([OH:14])=O)[CH:7]=2)[CH2:3][CH2:2]1.C(N(C(C)C)CC)(C)C.ClC(OC)=O.[N:32]1([CH2:37][C:38]2[CH:39]=[C:40]([CH:42]=[CH:43][CH:44]=2)[NH2:41])[CH:36]=[CH:35][N:34]=[CH:33]1. Given the product [CH:1]1([CH2:4][N:5]([CH2:15][CH2:16][CH3:17])[C:6]2[N:11]=[CH:10][N:9]=[C:8]([C:12]([NH:41][C:40]3[CH:42]=[CH:43][CH:44]=[C:38]([CH2:37][N:32]4[CH:36]=[CH:35][N:34]=[CH:33]4)[CH:39]=3)=[O:14])[CH:7]=2)[CH2:2][CH2:3]1, predict the reactants needed to synthesize it. (2) Given the product [C:42]([O:41][C:39]([N:10]([C:8]([O:7][C:3]([CH3:6])([CH3:5])[CH3:4])=[O:9])[C:11]1[C:16]([C:17]([O:19][CH3:20])=[O:18])=[C:15]([OH:21])[C:14]([C:32]2[CH:36]=[CH:35][O:34][C:33]=2[CH2:37][OH:38])=[CH:13][CH:12]=1)=[O:40])([CH3:44])([CH3:45])[CH3:43], predict the reactants needed to synthesize it. The reactants are: [OH-].[Na+].[C:3]([O:7][C:8]([N:10]([C:39]([O:41][C:42]([CH3:45])([CH3:44])[CH3:43])=[O:40])[C:11]1[C:16]([C:17]([O:19][CH3:20])=[O:18])=[C:15]([O:21]S(C2C=CC(C)=CC=2)(=O)=O)[C:14]([C:32]2[CH:36]=[CH:35][O:34][C:33]=2[CH2:37][OH:38])=[CH:13][CH:12]=1)=[O:9])([CH3:6])([CH3:5])[CH3:4].